The task is: Predict the reactants needed to synthesize the given product.. This data is from Full USPTO retrosynthesis dataset with 1.9M reactions from patents (1976-2016). (1) Given the product [F:34][C:31]([F:32])([F:33])[C:28]1[CH:29]=[CH:30][C:25]([C:18]2[CH:19]=[C:20]([C:21]([F:22])([F:23])[F:24])[N:15]3[N:14]=[CH:13][C:12]([C:10]4[CH:9]=[CH:8][N:7]=[C:6]([CH2:5][OH:4])[CH:11]=4)=[C:16]3[N:17]=2)=[CH:26][CH:27]=1, predict the reactants needed to synthesize it. The reactants are: C([O:4][CH2:5][C:6]1[CH:11]=[C:10]([C:12]2[CH:13]=[N:14][N:15]3[C:20]([C:21]([F:24])([F:23])[F:22])=[CH:19][C:18]([C:25]4[CH:30]=[CH:29][C:28]([C:31]([F:34])([F:33])[F:32])=[CH:27][CH:26]=4)=[N:17][C:16]=23)[CH:9]=[CH:8][N:7]=1)(=O)C.C[O-].[Na+].O. (2) Given the product [Cl:32][C:33]1[S:37][C:6]([NH:3][C:4](=[O:15])[O:45][C:41]([CH3:44])([CH3:43])[CH3:42])=[CH:7][CH:34]=1, predict the reactants needed to synthesize it. The reactants are: C([N:3]([CH2:6][CH3:7])[CH2:4]C)C.C1(P(N=[N+]=[N-])(C2C=CC=CC=2)=[O:15])C=CC=CC=1.C1(C)C=CC=CC=1.[Cl:32][C:33]1[S:37]C(C(O)=O)=C[CH:34]=1.[C:41]([OH:45])([CH3:44])([CH3:43])[CH3:42].